This data is from Reaction yield outcomes from USPTO patents with 853,638 reactions. The task is: Predict the reaction yield, written as a fraction of the theoretical maximum amount of product (1.0 means a 100% yield; for example, 0.34 means a 34% yield). (1) The reactants are [CH2:1]([NH:8][C:9]([NH:11][N:12]([CH2:14][C:15]([OH:17])=O)[CH3:13])=[O:10])[C:2]1[CH:7]=[CH:6][CH:5]=[CH:4][CH:3]=1.OC1C2N=NNC=2C=CC=1.[NH2:28][C@@H:29]([CH2:53][C:54]1[CH:59]=[CH:58][C:57]([O:60][C:61]([CH3:64])([CH3:63])[CH3:62])=[CH:56][CH:55]=1)[C:30]([N:32]([C@@H:44]([CH3:52])[CH:45]([O:49][CH2:50][CH3:51])[O:46][CH2:47][CH3:48])[CH2:33][C:34]1[C:43]2[C:38](=[CH:39][CH:40]=[CH:41][CH:42]=2)[CH:37]=[CH:36][CH:35]=1)=[O:31]. The catalyst is ClCCl.CN(C)C1C=CN=CC=1.C(OCC)(=O)C. The product is [CH2:1]([NH:8][C:9]([NH:11][N:12]([CH2:14][C:15]([NH:28][C@@H:29]([CH2:53][C:54]1[CH:59]=[CH:58][C:57]([O:60][C:61]([CH3:64])([CH3:63])[CH3:62])=[CH:56][CH:55]=1)[C:30]([N:32]([C@@H:44]([CH3:52])[CH:45]([O:49][CH2:50][CH3:51])[O:46][CH2:47][CH3:48])[CH2:33][C:34]1[C:43]2[C:38](=[CH:39][CH:40]=[CH:41][CH:42]=2)[CH:37]=[CH:36][CH:35]=1)=[O:31])=[O:17])[CH3:13])=[O:10])[C:2]1[CH:3]=[CH:4][CH:5]=[CH:6][CH:7]=1. The yield is 0.900. (2) The reactants are [C:1]([O:5][C:6]([N:8]1[CH:12]=[CH:11][CH:10]=[C:9]1B(O)O)=[O:7])([CH3:4])([CH3:3])[CH3:2].Cl[C:17]1[S:18][C:19]2[CH:25]=[CH:24][CH:23]=[CH:22][C:20]=2[N:21]=1.C1(P(C2C=CC=CC=2)C2C=CC=CC=2)C=CC=CC=1.C(=O)([O-])[O-].[K+].[K+]. The catalyst is COCCOC.C([O-])(=O)C.[Pd+2].C([O-])(=O)C.C(OCC)(=O)C.O. The product is [S:18]1[C:19]2[CH:25]=[CH:24][CH:23]=[CH:22][C:20]=2[N:21]=[C:17]1[C:9]1[N:8]([C:6]([O:5][C:1]([CH3:4])([CH3:3])[CH3:2])=[O:7])[CH:12]=[CH:11][CH:10]=1. The yield is 0.820. (3) The reactants are [C:1]12([C:11](=[O:21])[CH2:12][S:13]([CH2:15][C:16]3[S:17][CH:18]=[CH:19][CH:20]=3)=[O:14])[CH2:10][CH:5]3[CH2:6][CH:7]([CH2:9][CH:3]([CH2:4]3)[CH2:2]1)[CH2:8]2.C1C=C(Cl)C=C(C(OO)=[O:30])C=1. The catalyst is C(Cl)Cl. The product is [C:1]12([C:11](=[O:21])[CH2:12][S:13]([CH2:15][C:16]3[S:17][CH:18]=[CH:19][CH:20]=3)(=[O:30])=[O:14])[CH2:8][CH:7]3[CH2:6][CH:5]([CH2:4][CH:3]([CH2:9]3)[CH2:2]1)[CH2:10]2. The yield is 0.870. (4) The reactants are ClC(Cl)(O[C:5](=[O:11])OC(Cl)(Cl)Cl)Cl.[CH3:13][N:14]1[CH:19]2[CH2:20][CH2:21][CH:15]1[CH2:16][CH:17]([O:22][C:23]1[N:28]=[C:27]([N:29]3[CH2:34][CH2:33][O:32][CH2:31][CH2:30]3)[N:26]=[C:25]([C:35]3[CH:40]=[CH:39][C:38]([NH2:41])=[CH:37][CH:36]=3)[N:24]=1)[CH2:18]2.[NH2:42][C:43]1[CH:51]=[CH:50][C:46]([C:47]([NH2:49])=[O:48])=[CH:45][CH:44]=1.CCN(CC)CC. The catalyst is C(Cl)Cl. The product is [CH3:13][N:14]1[CH:15]2[CH2:21][CH2:20][CH:19]1[CH2:18][CH:17]([O:22][C:23]1[N:28]=[C:27]([N:29]3[CH2:30][CH2:31][O:32][CH2:33][CH2:34]3)[N:26]=[C:25]([C:35]3[CH:36]=[CH:37][C:38]([NH:41][C:5](=[O:11])[NH:42][C:43]4[CH:51]=[CH:50][C:46]([C:47]([NH2:49])=[O:48])=[CH:45][CH:44]=4)=[CH:39][CH:40]=3)[N:24]=1)[CH2:16]2. The yield is 0.150.